This data is from Catalyst prediction with 721,799 reactions and 888 catalyst types from USPTO. The task is: Predict which catalyst facilitates the given reaction. (1) Reactant: [C:1]([NH:4][C:5]1[C:14]([F:15])=[C:13](F)[C:12]([CH3:17])=[C:11]2[C:6]=1[C:7](=[O:25])[C:8]([C:22]([OH:24])=[O:23])=[CH:9][N:10]2[C@@H:18]1[CH2:20][C@@H:19]1[F:21])(=[O:3])[CH3:2].[C:26]([O:30][C:31]([NH:33][C:34]1([C@H:37]2[CH2:41][NH:40][CH2:39][C@H:38]2[F:42])[CH2:36][CH2:35]1)=[O:32])([CH3:29])([CH3:28])[CH3:27].CN1CCCCC1. Product: [C:1]([NH:4][C:5]1[C:14]([F:15])=[C:13]([N:40]2[CH2:41][C@H:37]([C:34]3([NH:33][C:31]([O:30][C:26]([CH3:28])([CH3:27])[CH3:29])=[O:32])[CH2:35][CH2:36]3)[C@H:38]([F:42])[CH2:39]2)[C:12]([CH3:17])=[C:11]2[C:6]=1[C:7](=[O:25])[C:8]([C:22]([OH:24])=[O:23])=[CH:9][N:10]2[C@@H:18]1[CH2:20][C@@H:19]1[F:21])(=[O:3])[CH3:2]. The catalyst class is: 16. (2) Reactant: Cl.[NH:2]1[CH2:7][CH2:6][CH2:5][C@@H:4]([OH:8])[CH2:3]1.C([O-])([O-])=O.[Na+].[Na+].[C:15](O[C:15]([O:17][C:18]([CH3:21])([CH3:20])[CH3:19])=[O:16])([O:17][C:18]([CH3:21])([CH3:20])[CH3:19])=[O:16]. Product: [OH:8][C@@H:4]1[CH2:5][CH2:6][CH2:7][N:2]([C:15]([O:17][C:18]([CH3:21])([CH3:20])[CH3:19])=[O:16])[CH2:3]1. The catalyst class is: 34. (3) Reactant: [CH3:1][O:2][CH2:3][C:4]#[C:5][C:6]1[CH:24]=[CH:23][C:9]([C:10]([NH:12][CH:13]2[C:18]([CH3:20])([CH3:19])[C@H:17]3[CH2:21][C@:14]2([CH3:22])[CH2:15][CH2:16]3)=[O:11])=[CH:8][C:7]=1[S:25]([N:28]1[CH2:33][CH2:32][O:31][CH2:30][CH2:29]1)(=[O:27])=[O:26]. Product: [CH3:1][O:2][CH2:3][CH2:4][CH2:5][C:6]1[CH:24]=[CH:23][C:9]([C:10]([NH:12][CH:13]2[C:18]([CH3:20])([CH3:19])[C@H:17]3[CH2:21][C@:14]2([CH3:22])[CH2:15][CH2:16]3)=[O:11])=[CH:8][C:7]=1[S:25]([N:28]1[CH2:29][CH2:30][O:31][CH2:32][CH2:33]1)(=[O:27])=[O:26]. The catalyst class is: 29. (4) The catalyst class is: 4. Product: [CH:1]1([CH2:7][CH2:8][C:9]([N:20]([O:21][CH3:22])[CH3:19])=[O:10])[CH2:6][CH2:5][CH2:4][CH2:3][CH2:2]1. Reactant: [CH:1]1([CH2:7][CH2:8][C:9](Cl)=[O:10])[CH2:6][CH2:5][CH2:4][CH2:3][CH2:2]1.N1C=CC=CC=1.Cl.[CH3:19][NH:20][O:21][CH3:22]. (5) Reactant: [OH:1][CH2:2][C:3]1[CH:8]=[CH:7][C:6]([N:9]2[CH2:14][CH2:13][N:12]([C:15]([O:17][C:18]([CH3:21])(C)C)=[O:16])[CH2:11][CH2:10]2)=[CH:5][CH:4]=1.C1(P([C:35]2[CH:40]=CC=CC=2)C2C=CC=CC=2)C=CC=CC=1.[F:41][CH2:42][CH2:43]O.CC(OC(/N=N/C(OC(C)C)=O)=O)C. Product: [F:41][CH2:42][CH2:43][O:1][CH2:2][C:3]1[CH:4]=[CH:5][C:6]([N:9]2[CH2:10][CH2:11][N:12]([C:15]([O:17][CH2:18][CH2:21][CH2:40][CH3:35])=[O:16])[CH2:13][CH2:14]2)=[CH:7][CH:8]=1. The catalyst class is: 20. (6) Reactant: [C:1]([C@:3]1([CH2:20][O:21]C(C2C=CC=CC=2)(C2C=CC=CC=2)C2C=CC=C(OC)C=2OC)[O:7][C@@H:6]([N:8]2[CH:16]=[C:14]([CH3:15])[C:12](=[O:13])[NH:11][C:9]2=[O:10])[CH2:5][C@@H:4]1N=[N+]=[N-])#[CH:2].[F:45]C(F)(F)C(O)=O.[OH-].[NH4+]. Product: [C:1]([C@:3]1([CH2:20][OH:21])[O:7][C@@H:6]([N:8]2[CH:16]=[C:14]([CH3:15])[C:12](=[O:13])[NH:11][C:9]2=[O:10])[CH2:5][C@@H:4]1[F:45])#[CH:2]. The catalyst class is: 2.